The task is: Predict the product of the given reaction.. This data is from Forward reaction prediction with 1.9M reactions from USPTO patents (1976-2016). Given the reactants Cl[C:2]1[C:7]([C:8]([O:10][CH3:11])=[O:9])=[CH:6][N:5]=[C:4]2[N:12]([S:15]([C:18]3[CH:24]=[CH:23][C:21]([CH3:22])=[CH:20][CH:19]=3)(=[O:17])=[O:16])[CH:13]=[CH:14][C:3]=12.[NH2:25][CH:26]1[CH2:31][CH2:30][CH2:29][N:28]([C:32]([O:34][C:35]([CH3:38])([CH3:37])[CH3:36])=[O:33])[CH2:27]1.CC1(C)C2C(=C(P(C3C=CC=CC=3)C3C=CC=CC=3)C=CC=2)OC2C(P(C3C=CC=CC=3)C3C=CC=CC=3)=CC=CC1=2.C([O-])([O-])=O.[Cs+].[Cs+], predict the reaction product. The product is: [C:35]([O:34][C:32]([N:28]1[CH2:29][CH2:30][CH2:31][CH:26]([NH:25][C:2]2[C:7]([C:8]([O:10][CH3:11])=[O:9])=[CH:6][N:5]=[C:4]3[N:12]([S:15]([C:18]4[CH:24]=[CH:23][C:21]([CH3:22])=[CH:20][CH:19]=4)(=[O:17])=[O:16])[CH:13]=[CH:14][C:3]=23)[CH2:27]1)=[O:33])([CH3:38])([CH3:36])[CH3:37].